This data is from NCI-60 drug combinations with 297,098 pairs across 59 cell lines. The task is: Regression. Given two drug SMILES strings and cell line genomic features, predict the synergy score measuring deviation from expected non-interaction effect. Drug 1: CC1CCC2CC(C(=CC=CC=CC(CC(C(=O)C(C(C(=CC(C(=O)CC(OC(=O)C3CCCCN3C(=O)C(=O)C1(O2)O)C(C)CC4CCC(C(C4)OC)O)C)C)O)OC)C)C)C)OC. Drug 2: C1=NC(=NC(=O)N1C2C(C(C(O2)CO)O)O)N. Cell line: NCI-H226. Synergy scores: CSS=20.7, Synergy_ZIP=-6.88, Synergy_Bliss=-1.84, Synergy_Loewe=-1.84, Synergy_HSA=-1.48.